Predict the reactants needed to synthesize the given product. From a dataset of Full USPTO retrosynthesis dataset with 1.9M reactions from patents (1976-2016). (1) Given the product [CH:1]1([O:6][C:7]2[CH:15]=[CH:14][C:13]([S:16]([NH:17][CH3:18])(=[O:20])=[O:19])=[CH:12][C:8]=2[C:9]([N:38]2[CH2:37][CH2:36][N:35]([C:33]3[S:34][C:30]([C:29]([F:41])([F:28])[F:42])=[N:31][N:32]=3)[CH2:40][CH2:39]2)=[O:11])[CH2:2][CH2:3][CH2:4][CH2:5]1, predict the reactants needed to synthesize it. The reactants are: [CH:1]1([O:6][C:7]2[CH:15]=[CH:14][C:13]([S:16](=[O:20])(=[O:19])[NH:17][CH3:18])=[CH:12][C:8]=2[C:9]([OH:11])=O)[CH2:5][CH2:4][CH2:3][CH2:2]1.FC(F)(F)C(O)=O.[F:28][C:29]([F:42])([F:41])[C:30]1[S:34][C:33]([N:35]2[CH2:40][CH2:39][NH:38][CH2:37][CH2:36]2)=[N:32][N:31]=1. (2) Given the product [C:1]([O:5][C:6]([N:8]1[CH2:14][CH2:13][CH2:12][N:11]([C:15]([C:17]2[CH:18]=[C:19]3[C:23](=[CH:24][CH:25]=2)[N:22]([CH:26]([CH3:28])[CH3:27])[C:21]([C:29]([N:40]2[CH2:41][CH2:42][N:37]([S:34]([CH3:33])(=[O:36])=[O:35])[CH2:38][CH2:39]2)=[O:31])=[CH:20]3)=[O:16])[CH2:10][CH2:9]1)=[O:7])([CH3:4])([CH3:3])[CH3:2], predict the reactants needed to synthesize it. The reactants are: [C:1]([O:5][C:6]([N:8]1[CH2:14][CH2:13][CH2:12][N:11]([C:15]([C:17]2[CH:18]=[C:19]3[C:23](=[CH:24][CH:25]=2)[N:22]([CH:26]([CH3:28])[CH3:27])[C:21]([C:29]([OH:31])=O)=[CH:20]3)=[O:16])[CH2:10][CH2:9]1)=[O:7])([CH3:4])([CH3:3])[CH3:2].Cl.[CH3:33][S:34]([N:37]1[CH2:42][CH2:41][NH:40][CH2:39][CH2:38]1)(=[O:36])=[O:35].